From a dataset of Peptide-MHC class I binding affinity with 185,985 pairs from IEDB/IMGT. Regression. Given a peptide amino acid sequence and an MHC pseudo amino acid sequence, predict their binding affinity value. This is MHC class I binding data. (1) The peptide sequence is MTYLDGHPV. The MHC is HLA-B58:01 with pseudo-sequence HLA-B58:01. The binding affinity (normalized) is 0.213. (2) The binding affinity (normalized) is 0.0847. The MHC is HLA-A02:11 with pseudo-sequence HLA-A02:11. The peptide sequence is HLKEKSSLR. (3) The peptide sequence is GPSHKARVL. The MHC is HLA-A68:01 with pseudo-sequence HLA-A68:01. The binding affinity (normalized) is 0. (4) The peptide sequence is KLTQGRQTY. The MHC is HLA-A03:01 with pseudo-sequence HLA-A03:01. The binding affinity (normalized) is 0.199. (5) The peptide sequence is IAHGFEQYI. The MHC is HLA-A02:11 with pseudo-sequence HLA-A02:11. The binding affinity (normalized) is 1.00.